This data is from Forward reaction prediction with 1.9M reactions from USPTO patents (1976-2016). The task is: Predict the product of the given reaction. (1) Given the reactants [Br:1][C:2]1[C:3]([F:11])=[C:4]([CH:8]=[CH:9][CH:10]=1)[C:5]([OH:7])=[O:6].I[CH3:13], predict the reaction product. The product is: [Br:1][C:2]1[C:3]([F:11])=[C:4]([CH:8]=[CH:9][CH:10]=1)[C:5]([O:7][CH3:13])=[O:6]. (2) The product is: [F:24][C:25]1[CH:33]=[C:32]2[C:28]([C:29]([CH2:34][CH2:35][NH:36][C:37](=[O:39])[CH3:38])=[C:30]([CH:16]([C:3]3[C:4](=[O:15])[O:5][CH:6]([CH2:7][CH2:8][C:9]4[CH:14]=[CH:13][CH:12]=[CH:11][CH:10]=4)[C:2]=3[OH:1])[C:17]3[CH:22]=[CH:21][CH:20]=[CH:19][CH:18]=3)[NH:31]2)=[CH:27][CH:26]=1. Given the reactants [OH:1][C:2]1[CH:6]([CH2:7][CH2:8][C:9]2[CH:14]=[CH:13][CH:12]=[CH:11][CH:10]=2)[O:5][C:4](=[O:15])[CH:3]=1.[CH:16](=O)[C:17]1[CH:22]=[CH:21][CH:20]=[CH:19][CH:18]=1.[F:24][C:25]1[CH:33]=[C:32]2[C:28]([C:29]([CH2:34][CH2:35][NH:36][C:37](=[O:39])[CH3:38])=[CH:30][NH:31]2)=[CH:27][CH:26]=1, predict the reaction product. (3) Given the reactants [CH3:1][C@@:2]12[C:21](=[O:22])[CH2:20][CH2:19][C@H:3]1[C@H:4]1[C@H:9]([CH2:10][CH2:11]2)[C@:8]([CH2:13][CH2:14][C:15]([OH:17])=[O:16])([CH3:12])[C:7](=O)[CH2:6][CH2:5]1.CC([O-])=O.[Na+], predict the reaction product. The product is: [CH3:12][C@@:8]12[C@H:9]3[CH2:10][CH2:11][C@@:2]4([CH3:1])[C@H:3]([C@@H:4]3[CH2:5][CH:6]=[C:7]1[O:17][C:15](=[O:16])[CH2:14][CH2:13]2)[CH2:19][CH2:20][C:21]4=[O:22]. (4) The product is: [C:11]([N:14]([CH2:7][C:8]([OH:10])=[O:9])[CH2:15][C:16]([OH:18])=[O:17])(=[O:13])[CH3:12]. Given the reactants P(CN[CH2:7][C:8]([OH:10])=[O:9])(O)(O)=O.[C:11]([NH:14][CH2:15][C:16]([OH:18])=[O:17])(=[O:13])[CH3:12], predict the reaction product. (5) Given the reactants C([O:8][C:9]1[CH:10]=[CH:11][C:12]([CH:20]([OH:37])[CH2:21][NH:22][C:23]2([CH2:26][C:27]3[CH:32]=[CH:31][C:30]([C:33]([F:36])([F:35])[F:34])=[CH:29][CH:28]=3)[CH2:25][CH2:24]2)=[C:13]2[C:18]=1[NH:17][C:16](=[O:19])[CH:15]=[CH:14]2)C1C=CC=CC=1, predict the reaction product. The product is: [OH:8][C:9]1[CH:10]=[CH:11][C:12]([CH:20]([OH:37])[CH2:21][NH:22][C:23]2([CH2:26][C:27]3[CH:28]=[CH:29][C:30]([C:33]([F:36])([F:34])[F:35])=[CH:31][CH:32]=3)[CH2:25][CH2:24]2)=[C:13]2[C:18]=1[NH:17][C:16](=[O:19])[CH:15]=[CH:14]2. (6) Given the reactants [CH2:1]([C:5]1[CH:10]=[CH:9][C:8]([CH:11]([CH3:15])[C:12](Cl)=[O:13])=[CH:7][CH:6]=1)[CH:2]([CH3:4])[CH3:3].CN(C)[C:18]1[CH:23]=[CH:22][C:21]([N:24]([CH3:29])[CH2:25][CH2:26][CH2:27][OH:28])=[CH:20][CH:19]=1.N1C=CC=CC=1, predict the reaction product. The product is: [CH2:1]([C:5]1[CH:10]=[CH:9][C:8]([CH:11]([CH3:15])[C:12]([O:28][CH2:27][CH2:26][CH2:25][N:24]([CH3:29])[C:21]2[CH:22]=[CH:23][CH:18]=[CH:19][CH:20]=2)=[O:13])=[CH:7][CH:6]=1)[CH:2]([CH3:4])[CH3:3].